Dataset: Reaction yield outcomes from USPTO patents with 853,638 reactions. Task: Predict the reaction yield, written as a fraction of the theoretical maximum amount of product (1.0 means a 100% yield; for example, 0.34 means a 34% yield). (1) The reactants are [Cl:1][C:2]1[CH:3]=[CH:4][C:5]2[C:6]([N:12]=1)=[N:7][C:8]([NH2:11])=[CH:9][N:10]=2.[CH2:13]([N:15]=[C:16]=[O:17])[CH3:14]. The catalyst is O1CCOCC1. The product is [Cl:1][C:2]1[CH:3]=[CH:4][C:5]2[C:6]([N:12]=1)=[N:7][C:8]([NH:11][C:16]([NH:15][CH2:13][CH3:14])=[O:17])=[CH:9][N:10]=2. The yield is 0.933. (2) The reactants are [C:1]([O:5][C:6](=[O:24])[NH:7][CH2:8][C@H:9]1[CH2:14][CH2:13][C@@H:12]([CH2:15][NH:16]C(OC(C)(C)C)=O)[CH2:11][CH2:10]1)([CH3:4])([CH3:3])[CH3:2].Cl.CC(OC(OC(OC(C)(C)C)=O)=O)(C)C. The catalyst is C(Cl)Cl.CCOC(C)=O. The product is [C:1]([O:5][C:6](=[O:24])[NH:7][CH2:8][C@H:9]1[CH2:10][CH2:11][C@@H:12]([CH2:15][NH2:16])[CH2:13][CH2:14]1)([CH3:4])([CH3:2])[CH3:3]. The yield is 0.140. (3) The reactants are O[CH:2]([C:4]1[N:15]([C@@H:16]2[CH2:21][O:20][C@@H:19]([CH2:22][C:23]#[N:24])[CH2:18][CH2:17]2)[C:7]2=[C:8]3[S:14][CH:13]=[CH:12][C:9]3=[N:10][CH:11]=[C:6]2[N:5]=1)[CH3:3].COCCN(CCOC)S(F)(F)[F:31]. The catalyst is C(Cl)Cl. The product is [F:31][CH:2]([C:4]1[N:15]([C@@H:16]2[CH2:21][O:20][C@@H:19]([CH2:22][C:23]#[N:24])[CH2:18][CH2:17]2)[C:7]2=[C:8]3[S:14][CH:13]=[CH:12][C:9]3=[N:10][CH:11]=[C:6]2[N:5]=1)[CH3:3]. The yield is 0.200. (4) The yield is 0.690. The product is [Cl:25][C:26]1[N:31]=[C:30]([NH:32][C:14]([C:11]2([C:9]3[CH:8]=[CH:7][C:5]4[O:6][C:2]([F:17])([F:1])[O:3][C:4]=4[CH:10]=3)[CH2:13][CH2:12]2)=[O:15])[CH:29]=[CH:28][C:27]=1[CH2:33][CH3:34]. The reactants are [F:1][C:2]1([F:17])[O:6][C:5]2[CH:7]=[CH:8][C:9]([C:11]3([C:14](Cl)=[O:15])[CH2:13][CH2:12]3)=[CH:10][C:4]=2[O:3]1.C(N(CC)CC)C.[Cl:25][C:26]1[N:31]=[C:30]([NH2:32])[CH:29]=[CH:28][C:27]=1[CH2:33][CH3:34]. The catalyst is ClCCl. (5) The reactants are [F:1][C:2]1[CH:7]=[C:6]([C:8]2[CH:9]=[C:10]3[C:16](I)=[CH:15][N:14]([S:18]([C:21]4[CH:27]=[CH:26][C:24]([CH3:25])=[CH:23][CH:22]=4)(=[O:20])=[O:19])[C:11]3=[N:12][CH:13]=2)[CH:5]=[CH:4][C:3]=1[CH:28]1[CH2:33][CH2:32][N:31]([C:34]([O:36][C:37]([CH3:40])([CH3:39])[CH3:38])=[O:35])[CH2:30][CH2:29]1.[F:41][C:42]1[CH:43]=[C:44]([CH:60]=[CH:61][CH:62]=1)[CH2:45][N:46]1[CH:50]=[C:49](B2OC(C)(C)C(C)(C)O2)[CH:48]=[N:47]1.C(=O)([O-])[O-].[Na+].[Na+]. The catalyst is C1(C)C=CC=CC=1.C(O)C.O.C1C=CC(P([C]2[CH][CH][CH][CH]2)C2C=CC=CC=2)=CC=1.C1C=CC(P([C]2[CH][CH][CH][CH]2)C2C=CC=CC=2)=CC=1.Cl[Pd]Cl.[Fe]. The product is [F:1][C:2]1[CH:7]=[C:6]([C:8]2[CH:9]=[C:10]3[C:16]([C:49]4[CH:48]=[N:47][N:46]([CH2:45][C:44]5[CH:60]=[CH:61][CH:62]=[C:42]([F:41])[CH:43]=5)[CH:50]=4)=[CH:15][N:14]([S:18]([C:21]4[CH:27]=[CH:26][C:24]([CH3:25])=[CH:23][CH:22]=4)(=[O:20])=[O:19])[C:11]3=[N:12][CH:13]=2)[CH:5]=[CH:4][C:3]=1[CH:28]1[CH2:33][CH2:32][N:31]([C:34]([O:36][C:37]([CH3:40])([CH3:39])[CH3:38])=[O:35])[CH2:30][CH2:29]1. The yield is 0.932.